Dataset: Forward reaction prediction with 1.9M reactions from USPTO patents (1976-2016). Task: Predict the product of the given reaction. (1) Given the reactants Br[C:2]1[S:6][C:5]([C:7](=[O:12])[C:8]([OH:11])([CH3:10])[CH3:9])=[CH:4][CH:3]=1.[CH2:13]([NH:19][CH2:20][CH2:21][CH2:22][CH2:23][CH2:24][CH3:25])[CH2:14][CH2:15][CH2:16][CH2:17][CH3:18], predict the reaction product. The product is: [CH2:20]([N:19]([C:2]1[S:6][C:5]([C:7](=[O:12])[C:8]([OH:11])([CH3:10])[CH3:9])=[CH:4][CH:3]=1)[CH2:13][CH2:14][CH2:15][CH2:16][CH2:17][CH3:18])[CH2:21][CH2:22][CH2:23][CH2:24][CH3:25]. (2) Given the reactants [NH2:1][CH:2]1[CH2:7][CH2:6][N:5]([C:8]2[CH:9]=[C:10]([N:14]([CH3:22])[C:15]3[CH:20]=[CH:19][C:18]([OH:21])=[CH:17][CH:16]=3)[CH:11]=[CH:12][CH:13]=2)[CH2:4][CH2:3]1.[OH-].[Na+].[CH3:25][C:26]([O:29][C:30](O[C:30]([O:29][C:26]([CH3:28])([CH3:27])[CH3:25])=[O:31])=[O:31])([CH3:28])[CH3:27], predict the reaction product. The product is: [C:26]([O:29][C:30](=[O:31])[NH:1][CH:2]1[CH2:7][CH2:6][N:5]([C:8]2[CH:13]=[CH:12][CH:11]=[C:10]([N:14]([C:15]3[CH:16]=[CH:17][C:18]([OH:21])=[CH:19][CH:20]=3)[CH3:22])[CH:9]=2)[CH2:4][CH2:3]1)([CH3:28])([CH3:27])[CH3:25]. (3) Given the reactants [CH2:1]([O:8][CH2:9][C@H:10]1[C:15](=[CH2:16])[C@@H:14]([C:17]2[CH:22]=[CH:21][C:20]([Cl:23])=[C:19]([CH2:24][C:25]3[CH:30]=[CH:29][C:28]([CH2:31][CH3:32])=[CH:27][CH:26]=3)[CH:18]=2)[C@H:13]([O:33][CH2:34][C:35]2[CH:40]=[CH:39][CH:38]=[CH:37][CH:36]=2)[C@@H:12]([O:41][CH2:42][C:43]2[CH:48]=[CH:47][CH:46]=[CH:45][CH:44]=2)[C@@H:11]1[O:49][CH2:50][C:51]1[CH:56]=[CH:55][CH:54]=[CH:53][CH:52]=1)[C:2]1[CH:7]=[CH:6][CH:5]=[CH:4][CH:3]=1.[CH3:57][Zn]C.ICI.[NH4+].[Cl-], predict the reaction product. The product is: [CH2:50]([O:49][C@H:11]1[C@H:12]([O:41][CH2:42][C:43]2[CH:48]=[CH:47][CH:46]=[CH:45][CH:44]=2)[C@@H:13]([O:33][CH2:34][C:35]2[CH:36]=[CH:37][CH:38]=[CH:39][CH:40]=2)[C@H:14]([C:17]2[CH:22]=[CH:21][C:20]([Cl:23])=[C:19]([CH2:24][C:25]3[CH:30]=[CH:29][C:28]([CH2:31][CH3:32])=[CH:27][CH:26]=3)[CH:18]=2)[C:15]2([CH2:57][CH2:16]2)[C@@H:10]1[CH2:9][O:8][CH2:1][C:2]1[CH:7]=[CH:6][CH:5]=[CH:4][CH:3]=1)[C:51]1[CH:52]=[CH:53][CH:54]=[CH:55][CH:56]=1. (4) Given the reactants C(C1C=CC(C2ON=[C:13]3[C:16]4[C:21]([CH2:22][CH2:23][C:12]=23)=[CH:20][C:19]([CH:24]=[O:25])=[CH:18][CH:17]=4)=CC=1C(F)(F)F)C(C)C.[CH3:30][N:31]1[C:39]([C:40]2[C:44]([C:45]([F:48])([F:47])[F:46])=[C:43]([C:49]3[CH:54]=[CH:53][CH:52]=[CH:51][CH:50]=3)[O:42][N:41]=2)=C2C(C3C=CC(C=C)=CC=3CC2)=[N:32]1, predict the reaction product. The product is: [CH3:30][N:31]1[C:39]([C:40]2[C:44]([C:45]([F:47])([F:46])[F:48])=[C:43]([C:49]3[CH:54]=[CH:53][CH:52]=[CH:51][CH:50]=3)[O:42][N:41]=2)=[C:12]2[C:13]([C:16]3[CH:17]=[CH:18][C:19]([CH:24]=[O:25])=[CH:20][C:21]=3[CH2:22][CH2:23]2)=[N:32]1. (5) Given the reactants [Cl-].[CH3:2][O:3]C[P+](C1C=CC=CC=1)(C1C=CC=CC=1)C1C=CC=CC=1.C(NC(C)C)(C)C.C([Li])CCC.[CH2:36]([O:40][C:41]1[CH:48]=[CH:47][CH:46]=[CH:45][C:42]=1[CH:43]=O)[CH:37]([CH3:39])[CH3:38].S(=O)(=O)(O)O, predict the reaction product. The product is: [CH2:36]([O:40][C:41]1[CH:48]=[CH:47][CH:46]=[CH:45][C:42]=1[CH2:43][CH:2]=[O:3])[CH:37]([CH3:39])[CH3:38]. (6) Given the reactants C(OC([N:8]1[CH2:13][CH2:12][CH:11]([N:14]2[CH:18]=[C:17]([C:19]3[CH:24]=[CH:23][N:22]=[CH:21][CH:20]=3)[C:16]([C:25]3[CH:30]=[CH:29][CH:28]=[C:27]([N:31]([S:35]([C:38]4[CH:43]=[C:42]([F:44])[CH:41]=[CH:40][C:39]=4[F:45])(=[O:37])=[O:36])[CH2:32][O:33][CH3:34])[C:26]=3[F:46])=[N:15]2)[CH2:10][CH2:9]1)=O)(C)(C)C.Cl, predict the reaction product. The product is: [F:45][C:39]1[CH:40]=[CH:41][C:42]([F:44])=[CH:43][C:38]=1[S:35]([N:31]([C:27]1[CH:28]=[CH:29][CH:30]=[C:25]([C:16]2[C:17]([C:19]3[CH:24]=[CH:23][N:22]=[CH:21][CH:20]=3)=[CH:18][N:14]([CH:11]3[CH2:10][CH2:9][NH:8][CH2:13][CH2:12]3)[N:15]=2)[C:26]=1[F:46])[CH2:32][O:33][CH3:34])(=[O:37])=[O:36]. (7) Given the reactants [C:1]([O:4][CH2:5][C@@H:6]([OH:20])[C@@H:7]([C:13]([O:15][C:16]([CH3:19])([CH3:18])[CH3:17])=[O:14])[CH2:8][O:9][CH2:10][CH:11]=[CH2:12])(=[O:3])[CH3:2].N1C(C)=CC=CC=1C.[Si:29](OS(C(F)(F)F)(=O)=O)([C:32]([CH3:35])([CH3:34])[CH3:33])([CH3:31])[CH3:30].C([O-])(O)=O.[Na+], predict the reaction product. The product is: [C:1]([O:4][CH2:5][C@@H:6]([O:20][Si:29]([C:32]([CH3:35])([CH3:34])[CH3:33])([CH3:31])[CH3:30])[C@@H:7]([C:13]([O:15][C:16]([CH3:19])([CH3:18])[CH3:17])=[O:14])[CH2:8][O:9][CH2:10][CH:11]=[CH2:12])(=[O:3])[CH3:2].